The task is: Predict which catalyst facilitates the given reaction.. This data is from Catalyst prediction with 721,799 reactions and 888 catalyst types from USPTO. (1) Reactant: Cl[C:2]1[CH:7]=[C:6]([C:8]2[CH:13]=[CH:12][CH:11]=[CH:10][CH:9]=2)[N:5]=[C:4]([NH:14][C:15](=[O:32])[CH2:16][CH2:17][C:18]([C:20]2[CH:25]=[CH:24][C:23]([O:26][CH2:27][CH3:28])=[C:22]([O:29][CH2:30][CH3:31])[CH:21]=2)=[O:19])[CH:3]=1.C1(C2C=CC=CC=2)C=CC=CC=1P(C1CCCCC1)C1CCCCC1.C(=O)([O-])[O-].[K+].[K+].[OH:64][CH2:65][CH2:66][CH2:67][C:68]1[CH:69]=[C:70](B(O)O)[CH:71]=[CH:72][CH:73]=1. Product: [CH2:30]([O:29][C:22]1[CH:21]=[C:20]([C:18](=[O:19])[CH2:17][CH2:16][C:15]([NH:14][C:4]2[CH:3]=[C:2]([C:72]3[CH:71]=[CH:70][CH:69]=[C:68]([CH2:67][CH2:66][CH2:65][OH:64])[CH:73]=3)[CH:7]=[C:6]([C:8]3[CH:13]=[CH:12][CH:11]=[CH:10][CH:9]=3)[N:5]=2)=[O:32])[CH:25]=[CH:24][C:23]=1[O:26][CH2:27][CH3:28])[CH3:31]. The catalyst class is: 110. (2) Reactant: C[O:2][C:3]([C:5]1[C:6]2[CH:7]=[N:8][NH:9][C:10]=2[CH:11]=[CH:12][CH:13]=1)=[O:4].[OH-].[Na+]. Product: [NH:9]1[C:10]2[CH:11]=[CH:12][CH:13]=[C:5]([C:3]([OH:4])=[O:2])[C:6]=2[CH:7]=[N:8]1. The catalyst class is: 24. (3) Reactant: [CH3:1][O:2][C:3](=[O:9])[CH:4]([Cl:8])[C:5]([CH3:7])=[O:6].[H-].[Na+].[Li]CCCC.[CH:17]1([C:22](=[O:36])[CH2:23][CH2:24][C:25]2[CH:30]=[CH:29][C:28]([O:31][CH:32]([CH3:34])[CH3:33])=[C:27]([F:35])[CH:26]=2)[CH2:21][CH2:20][CH2:19][CH2:18]1.BrC1C=CC(OC(C)C)=C(F)C=1.BrC1C=CC=CN=1. Product: [Cl:8][CH:4]([C:5](=[O:6])[CH2:7][C:22]([CH:17]1[CH2:21][CH2:20][CH2:19][CH2:18]1)([OH:36])[CH2:23][CH2:24][C:25]1[CH:30]=[CH:29][C:28]([O:31][CH:32]([CH3:34])[CH3:33])=[C:27]([F:35])[CH:26]=1)[C:3]([O:2][CH3:1])=[O:9]. The catalyst class is: 1. (4) Reactant: [C:1]([C:4]1[CH:24]=[CH:23][C:7]([C:8]([NH:10][C:11]2[CH:16]=[CH:15][C:14]([C:17](=[O:19])[CH3:18])=[CH:13][C:12]=2[N+:20]([O-])=O)=[O:9])=[CH:6][CH:5]=1)(=[O:3])[CH3:2].C([O-])=O.[NH4+].O. Product: [C:1]([C:4]1[CH:24]=[CH:23][C:7]([C:8]([NH:10][C:11]2[CH:16]=[CH:15][C:14]([C:17](=[O:19])[CH3:18])=[CH:13][C:12]=2[NH2:20])=[O:9])=[CH:6][CH:5]=1)(=[O:3])[CH3:2]. The catalyst class is: 865. (5) Reactant: CC(=O)CC(=O)CCCCC.C([N:19]1[CH:24]2[CH2:25][CH2:26][CH2:27][CH:20]1[C:21](=[O:40])[N:22]([C:29]1[CH:34]=[CH:33][C:32]([O:35][C:36]([F:39])([F:38])[F:37])=[CH:31][CH:30]=1)[C:23]2=[O:28])C1C=CC=CC=1.C(OCC)(=O)C. Product: [F:39][C:36]([F:37])([F:38])[O:35][C:32]1[CH:33]=[CH:34][C:29]([N:22]2[C:23](=[O:28])[CH:24]3[NH:19][CH:20]([CH2:27][CH2:26][CH2:25]3)[C:21]2=[O:40])=[CH:30][CH:31]=1. The catalyst class is: 63. (6) Reactant: [Cl:1][C:2]1[CH:22]=[CH:21][C:5]([C:6]([N:8]2[CH2:12][CH:11]([OH:13])[CH:10]([N:14]3[CH2:19][CH2:18][NH:17][CH2:16][C:15]3=[O:20])[CH2:9]2)=[O:7])=[CH:4][CH:3]=1.CCN(C(C)C)C(C)C.[Cl:32][C:33]1[CH:41]=[CH:40][C:36]([C:37](Cl)=[O:38])=[CH:35][CH:34]=1. Product: [Cl:32][C:33]1[CH:41]=[CH:40][C:36]([C:37]([N:17]2[CH2:18][CH2:19][N:14]([CH:10]3[CH:11]([OH:13])[CH2:12][N:8]([C:6](=[O:7])[C:5]4[CH:21]=[CH:22][C:2]([Cl:1])=[CH:3][CH:4]=4)[CH2:9]3)[C:15](=[O:20])[CH2:16]2)=[O:38])=[CH:35][CH:34]=1. The catalyst class is: 2. (7) Reactant: Cl[C:2]([O:4][CH2:5][C:6]1[CH:11]=[CH:10][C:9]([N+:12]([O-:14])=[O:13])=[CH:8][CH:7]=1)=[O:3].C(N(CC)CC)C.[NH2:22][CH2:23][CH2:24][CH2:25][OH:26]. Product: [N+:12]([C:9]1[CH:10]=[CH:11][C:6]([CH2:5][O:4][C:2]([NH:22][CH2:23][CH2:24][CH2:25][OH:26])=[O:3])=[CH:7][CH:8]=1)([O-:14])=[O:13]. The catalyst class is: 1.